Dataset: Forward reaction prediction with 1.9M reactions from USPTO patents (1976-2016). Task: Predict the product of the given reaction. (1) The product is: [N:1]1([C:2]2[N:10]=[CH:9][N:8]=[C:7]3[C:3]=2[NH:4][C:5](=[O:20])[N:6]3[C@@H:11]2[O:17][C@H:16]([CH2:18][OH:19])[C@@H:14]([OH:15])[C@H:12]2[OH:13])[CH:23]=[CH:27][CH:26]=[CH:25]1. Given the reactants [NH2:1][C:2]1[N:10]=[CH:9][N:8]=[C:7]2[C:3]=1[NH:4][C:5](=[O:20])[N:6]2[C@@H:11]1[O:17][C@H:16]([CH2:18][OH:19])[C@@H:14]([OH:15])[C@H:12]1[OH:13].CO[CH:23]1[CH2:27][CH2:26][CH:25](OC)O1, predict the reaction product. (2) Given the reactants [C:1]([C:3]1[CH:8]=[CH:7][C:6]([F:9])=[C:5]([N+:10]([O-:12])=[O:11])[CH:4]=1)#[CH:2].[N:13]([C:16]1[C:21]([Cl:22])=[CH:20][C:19]([C:23]([F:35])([C:31]([F:34])([F:33])[F:32])[C:24]([F:30])([F:29])[C:25]([F:28])([F:27])[F:26])=[CH:18][C:17]=1[Cl:36])=[N+:14]=[N-:15].O=C1O[C@H]([C@H](CO)O)C([O-])=C1O.[Na+], predict the reaction product. The product is: [Cl:22][C:21]1[CH:20]=[C:19]([C:23]([F:35])([C:31]([F:32])([F:33])[F:34])[C:24]([F:30])([F:29])[C:25]([F:26])([F:27])[F:28])[CH:18]=[C:17]([Cl:36])[C:16]=1[N:13]1[CH:2]=[C:1]([C:3]2[CH:8]=[CH:7][C:6]([F:9])=[C:5]([N+:10]([O-:12])=[O:11])[CH:4]=2)[N:15]=[N:14]1. (3) Given the reactants C(OC([N:8]1[C@H:12]([CH2:13][N:14]([C:24]([O:26][CH2:27][C:28]2[CH:33]=[CH:32][CH:31]=[CH:30][CH:29]=2)=[O:25])[CH2:15][CH2:16][C:17](OC(C)(C)C)=[O:18])[CH2:11][CH2:10][C@@H:9]1[CH2:34][CH:35]=[CH2:36])=O)(C)(C)C.CN1CCOCC1.F[P-](F)(F)(F)(F)F.N1(OC(N(C)C)=[N+](C)C)C2N=CC=CC=2N=N1, predict the reaction product. The product is: [CH2:27]([O:26][C:24]([N:14]1[CH2:15][CH2:16][C:17](=[O:18])[N:8]2[C@@H:9]([CH2:34][CH:35]=[CH2:36])[CH2:10][CH2:11][C@H:12]2[CH2:13]1)=[O:25])[C:28]1[CH:33]=[CH:32][CH:31]=[CH:30][CH:29]=1. (4) Given the reactants [CH3:1][O:2][C:3]1[CH:4]=[C:5]2[C:10](=[CH:11][CH:12]=1)[C:9]([OH:13])=[N:8][CH:7]=[CH:6]2.C([O-])([O-])=O.[K+].[K+].Cl.Cl[CH2:22][CH2:23][N:24]1[CH2:29][CH2:28][CH2:27][CH2:26][CH2:25]1, predict the reaction product. The product is: [CH3:1][O:2][C:3]1[CH:4]=[C:5]2[C:10](=[CH:11][CH:12]=1)[C:9]([O:13][CH2:22][CH2:23][N:24]1[CH2:29][CH2:28][CH2:27][CH2:26][CH2:25]1)=[N:8][CH:7]=[CH:6]2. (5) Given the reactants [CH3:1][CH:2]([C:4]1[N:26](S(C2C=CC=CC=2)(=O)=O)[C:7]2=[N:8][CH:9]=[CH:10][C:11]([C:12]3[CH:17]=[CH:16][C:15]([S:18]([N:21]4[CH2:25][CH2:24][CH2:23][CH2:22]4)(=[O:20])=[O:19])=[CH:14][CH:13]=3)=[C:6]2[CH:5]=1)[CH3:3].[OH-].[K+].[OH-].[Na+], predict the reaction product. The product is: [CH3:3][CH:2]([C:4]1[NH:26][C:7]2=[N:8][CH:9]=[CH:10][C:11]([C:12]3[CH:13]=[CH:14][C:15]([S:18]([N:21]4[CH2:25][CH2:24][CH2:23][CH2:22]4)(=[O:20])=[O:19])=[CH:16][CH:17]=3)=[C:6]2[CH:5]=1)[CH3:1].